Dataset: Forward reaction prediction with 1.9M reactions from USPTO patents (1976-2016). Task: Predict the product of the given reaction. (1) Given the reactants [CH3:1][NH:2][CH2:3][C@H:4]1[O:8][C@@H:7]([N:9]2[C:18]3[N:17]=[CH:16][N:15]=[C:13]([NH2:14])[C:12]=3[N:11]=[C:10]2[CH3:19])[C@H:6]([OH:20])[C@@H:5]1[OH:21].Cl[CH2:23][C@H:24]1O[C@@H:27](N2C3N=CN=C(N)C=3N=C2C2C=CC=CC=2)[C@H:26](O)[C@@H:25]1O, predict the reaction product. The product is: [CH3:1][NH:2][CH2:3][C@H:4]1[O:8][C@@H:7]([N:9]2[C:18]3[N:17]=[CH:16][N:15]=[C:13]([NH2:14])[C:12]=3[N:11]=[C:10]2[C:19]2[CH:27]=[CH:26][CH:25]=[CH:24][CH:23]=2)[C@H:6]([OH:20])[C@@H:5]1[OH:21]. (2) Given the reactants [CH2:1]([O:3][C:4](=[O:18])[CH2:5][C:6]1[N:14]2[C:9]([CH:10]=[C:11]([C:15]#[N:16])[CH:12]=[CH:13]2)=[CH:8][C:7]=1[CH3:17])[CH3:2].[Cl:19][C:20]1[CH:27]=[CH:26][C:23]([CH:24]=O)=[CH:22][CH:21]=1.C([SiH](CC)CC)C.FC(F)(F)C(O)=O, predict the reaction product. The product is: [CH2:1]([O:3][C:4](=[O:18])[CH2:5][C:6]1[N:14]2[C:9]([CH:10]=[C:11]([C:15]#[N:16])[CH:12]=[CH:13]2)=[C:8]([CH2:24][C:23]2[CH:26]=[CH:27][C:20]([Cl:19])=[CH:21][CH:22]=2)[C:7]=1[CH3:17])[CH3:2].